Dataset: Full USPTO retrosynthesis dataset with 1.9M reactions from patents (1976-2016). Task: Predict the reactants needed to synthesize the given product. Given the product [NH:1]1[C:5]2[CH:6]=[CH:7][CH:8]=[CH:9][C:4]=2[N:3]=[C:2]1[CH:10]([C:12]1[CH:17]=[CH:16][C:15]([O:18][C:19]2[C:24]([CH:25]3[CH2:26][CH2:27][O:28][CH2:29][CH2:30]3)=[N:23][CH:22]=[CH:21][N:20]=2)=[CH:14][CH:13]=1)[OH:11], predict the reactants needed to synthesize it. The reactants are: [NH:1]1[C:5]2[CH:6]=[CH:7][CH:8]=[CH:9][C:4]=2[N:3]=[C:2]1[C:10]([C:12]1[CH:17]=[CH:16][C:15]([O:18][C:19]2[C:24]([C:25]3[CH2:26][CH2:27][O:28][CH2:29][CH:30]=3)=[N:23][CH:22]=[CH:21][N:20]=2)=[CH:14][CH:13]=1)=[O:11].C([O-])=O.[NH4+].C1COCC1.CO.